This data is from Forward reaction prediction with 1.9M reactions from USPTO patents (1976-2016). The task is: Predict the product of the given reaction. (1) Given the reactants [C:1]([C:3]1[CH:4]=[C:5]([S:45]([NH:48][C:49]2[S:53][N:52]=[CH:51][N:50]=2)(=[O:47])=[O:46])[CH:6]=[CH:7][C:8]=1[O:9][C:10]1[CH:15]=[CH:14][C:13]([C:16]([F:19])([F:18])[F:17])=[CH:12][C:11]=1[C:20]1[CH:21]=[N:22][N:23](C(C2C=CC=CC=2)(C2C=CC=CC=2)C2C=CC=CC=2)[C:24]=1[CH3:25])#[N:2], predict the reaction product. The product is: [C:1]([C:3]1[CH:4]=[C:5]([S:45]([NH:48][C:49]2[S:53][N:52]=[CH:51][N:50]=2)(=[O:47])=[O:46])[CH:6]=[CH:7][C:8]=1[O:9][C:10]1[CH:15]=[CH:14][C:13]([C:16]([F:19])([F:17])[F:18])=[CH:12][C:11]=1[C:20]1[CH:21]=[N:22][NH:23][C:24]=1[CH3:25])#[N:2]. (2) Given the reactants C(P(C(C)(C)C)C(C)(C)C)(C)(C)C.Br[C:15]1[CH:32]=[CH:31][C:30]2[C:29]3[C:24](=[CH:25][CH:26]=[CH:27][CH:28]=3)[C:23]3[C:18](=[CH:19][CH:20]=[CH:21][CH:22]=3)[C:17]=2[CH:16]=1.CC(C)([O-])C.[Na+].[NH2:39][C:40]1[CH:45]=[CH:44][CH:43]=[CH:42][CH:41]=1, predict the reaction product. The product is: [C:40]1([NH:39][C:15]2[CH:32]=[CH:31][C:30]3[C:29]4[C:24](=[CH:25][CH:26]=[CH:27][CH:28]=4)[C:23]4[C:18](=[CH:19][CH:20]=[CH:21][CH:22]=4)[C:17]=3[CH:16]=2)[CH:45]=[CH:44][CH:43]=[CH:42][CH:41]=1. (3) Given the reactants [CH2:1]([O:8][C:9]1[C:14]2[N:15]([CH:18]([F:20])[F:19])[CH:16]=[N:17][C:13]=2[CH:12]=[C:11](Cl)[N:10]=1)[C:2]1[CH:7]=[CH:6][CH:5]=[CH:4][CH:3]=1.[C:22]([N:26]1[CH:30]=[C:29](C2OC(C)(C)C(C)(C)O2)[CH:28]=[N:27]1)([CH3:25])([CH3:24])[CH3:23].[O-]P([O-])([O-])=O.[K+].[K+].[K+].O, predict the reaction product. The product is: [CH2:1]([O:8][C:9]1[C:14]2[N:15]([CH:18]([F:20])[F:19])[CH:16]=[N:17][C:13]=2[CH:12]=[C:11]([C:29]2[CH:28]=[N:27][N:26]([C:22]([CH3:25])([CH3:24])[CH3:23])[CH:30]=2)[N:10]=1)[C:2]1[CH:7]=[CH:6][CH:5]=[CH:4][CH:3]=1. (4) The product is: [CH3:1][C:2]1([CH3:14])[C:7]2([CH2:12][C:11](=[O:13])[CH2:10][CH2:9][CH2:8]2)[CH:6]=[CH:5][CH2:4][CH2:3]1. Given the reactants [CH3:1][C:2]1([CH3:14])[C:7]2([CH2:12][CH:11]([OH:13])[CH2:10][CH2:9][CH2:8]2)[CH:6]=[CH:5][CH2:4][CH2:3]1.CC(OI1(OC(C)=O)(OC(C)=O)OC(=O)C2C1=CC=CC=2)=O.S([O-])([O-])=O.[Na+].[Na+], predict the reaction product. (5) Given the reactants [C:1]([O:5][C:6]([N:8]([CH2:10][C:11]1[CH:12]=[C:13]([NH:23][C:24](=[O:39])[CH2:25][CH2:26][CH2:27][C:28]2[CH:33]=[CH:32][C:31](B(O)O)=[CH:30][C:29]=2[CH2:37][CH3:38])[CH:14]=[CH:15][C:16]=1[S:17]([CH:20]([CH3:22])[CH3:21])(=[O:19])=[O:18])[CH3:9])=[O:7])([CH3:4])([CH3:3])[CH3:2].[NH2:40][C:41]1[CH:42]=[C:43]([CH:47]=[CH:48][CH:49]=1)[C:44]([NH2:46])=[O:45].O.[C:51]([OH:55])(=[O:54])[CH:52]=O, predict the reaction product. The product is: [C:1]([O:5][C:6]([N:8]([CH2:10][C:11]1[CH:12]=[C:13]([NH:23][C:24](=[O:39])[CH2:25][CH2:26][CH2:27][C:28]2[CH:33]=[CH:32][C:31]([CH:52]([NH:40][C:41]3[CH:49]=[CH:48][CH:47]=[C:43]([C:44](=[O:45])[NH2:46])[CH:42]=3)[C:51]([OH:55])=[O:54])=[CH:30][C:29]=2[CH2:37][CH3:38])[CH:14]=[CH:15][C:16]=1[S:17]([CH:20]([CH3:22])[CH3:21])(=[O:19])=[O:18])[CH3:9])=[O:7])([CH3:4])([CH3:3])[CH3:2]. (6) Given the reactants [C:1]([O:5][C:6]([C:8]1[C:20]2[C:11](=[C:12]3[C:17](=[CH:18][CH:19]=2)[CH:16]=[N:15][C:14]([Cl:21])=[CH:13]3)[NH:10][C:9]=1[CH3:22])=[O:7])([CH3:4])([CH3:3])[CH3:2].[C:23]([O:27][C:28](O[C:28]([O:27][C:23]([CH3:26])([CH3:25])[CH3:24])=[O:29])=[O:29])([CH3:26])([CH3:25])[CH3:24], predict the reaction product. The product is: [C:23]([O:27][C:28]([N:10]1[C:11]2=[C:12]3[C:17](=[CH:18][CH:19]=[C:20]2[C:8]([C:6]([O:5][C:1]([CH3:4])([CH3:3])[CH3:2])=[O:7])=[C:9]1[CH3:22])[CH:16]=[N:15][C:14]([Cl:21])=[CH:13]3)=[O:29])([CH3:26])([CH3:25])[CH3:24].